This data is from Plasma protein binding rate (PPBR) regression data from AstraZeneca. The task is: Regression/Classification. Given a drug SMILES string, predict its absorption, distribution, metabolism, or excretion properties. Task type varies by dataset: regression for continuous measurements (e.g., permeability, clearance, half-life) or binary classification for categorical outcomes (e.g., BBB penetration, CYP inhibition). For this dataset (ppbr_az), we predict Y. (1) The compound is N#Cc1cccc(-c2cc(C(F)(F)F)ccc2OCC(=O)O)c1. The Y is 98.6 %. (2) The drug is Cc1ccc(-c2c(C)nn(C)c2C)cc1NC(=O)c1ccc(OCc2ccccn2)cc1. The Y is 98.2 %. (3) The compound is N#Cc1cnn2c(NC3CC3)cc(-c3cccs3)nc12. The Y is 98.4 %. (4) The compound is CNS(=O)(=O)c1ccc2c(C(=O)NC[C@@H](O)CN3CCC(Oc4ccc(Cl)c(Cl)c4)CC3)c[nH]c(=O)c2c1. The Y is 91.5 %. (5) The molecule is COc1ccc([C@@H]2Sc3ccccc3N(CCN(C)C)C(=O)[C@@H]2OC(C)=O)cc1. The Y is 76.0 %. (6) The molecule is Cc1cc(F)ccc1OC1CCN(CC2CCN([C@@](C)(Cc3ccc(F)cc3)C(=O)O)CC2)CC1. The Y is 53.5 %. (7) The Y is 99.5 %. The molecule is N#Cc1c(-c2ccc(-c3ccncc3Cl)cc2)nc2ccncc2c1O.